Dataset: Catalyst prediction with 721,799 reactions and 888 catalyst types from USPTO. Task: Predict which catalyst facilitates the given reaction. (1) The catalyst class is: 4. Reactant: [Cl:1][C:2]1[CH:31]=[CH:30][C:5]([C:6]([NH:8][C:9]2[CH:14]=[CH:13][C:12]([N:15]([CH2:23][CH2:24][N:25]3[CH:29]=[CH:28][CH:27]=[N:26]3)C(=O)OC(C)(C)C)=[CH:11][CH:10]=2)=[O:7])=[C:4]([N:32]([CH3:34])[CH3:33])[CH:3]=1.FC(F)(F)C(O)=O. Product: [Cl:1][C:2]1[CH:31]=[CH:30][C:5]([C:6]([NH:8][C:9]2[CH:10]=[CH:11][C:12]([NH:15][CH2:23][CH2:24][N:25]3[CH:29]=[CH:28][CH:27]=[N:26]3)=[CH:13][CH:14]=2)=[O:7])=[C:4]([N:32]([CH3:34])[CH3:33])[CH:3]=1. (2) Reactant: [CH2:1]([S:3][C:4]1[N:5]([C:16]2[CH:21]=[CH:20][C:19]([O:22][CH2:23][C:24]([F:27])([F:26])[F:25])=[CH:18][CH:17]=2)[C:6](=[O:15])[C:7]2[CH:13]=[CH:12][C:11](=[O:14])[NH:10][C:8]=2[N:9]=1)[CH3:2].I[CH3:29].[H-].[Na+].Cl. Product: [CH2:1]([S:3][C:4]1[N:5]([C:16]2[CH:21]=[CH:20][C:19]([O:22][CH2:23][C:24]([F:26])([F:27])[F:25])=[CH:18][CH:17]=2)[C:6](=[O:15])[C:7]2[CH:13]=[CH:12][C:11](=[O:14])[N:10]([CH3:29])[C:8]=2[N:9]=1)[CH3:2]. The catalyst class is: 9. (3) Reactant: [NH2:1][C:2]1[C:3]([NH:8][C:9]2[CH:10]=[C:11]([C:15]3[CH:20]=[CH:19][CH:18]=[CH:17][CH:16]=3)[CH:12]=[CH:13][CH:14]=2)=[N:4][CH:5]=[CH:6][CH:7]=1.O=[C:22]([CH2:26][CH2:27][C:28](O)=[O:29])[C:23]([OH:25])=[O:24]. Product: [C:11]1([C:15]2[CH:16]=[CH:17][CH:18]=[CH:19][CH:20]=2)[CH:12]=[CH:13][CH:14]=[C:9]([N:8]2[C:28](=[O:29])[C:27]([CH2:26][CH2:22][C:23]([OH:25])=[O:24])=[N:1][C:2]3[CH:7]=[CH:6][CH:5]=[N:4][C:3]2=3)[CH:10]=1. The catalyst class is: 8. (4) The catalyst class is: 1. Reactant: [CH3:1][N:2]1[CH:6]=[C:5]([C:7]([NH:9][CH2:10][C:11]([O:13][CH2:14][CH3:15])=[O:12])=[O:8])[C:4]([C:16]([F:19])([F:18])[F:17])=[N:3]1.C([N-]C(C)C)(C)C.[Li+].[CH:28]([CH:30]=[CH2:31])=[O:29].[NH4+].[Cl-]. Product: [OH:29][CH:28]([CH:30]=[CH2:31])[CH:10]([NH:9][C:7]([C:5]1[C:4]([C:16]([F:18])([F:17])[F:19])=[N:3][N:2]([CH3:1])[CH:6]=1)=[O:8])[C:11]([O:13][CH2:14][CH3:15])=[O:12]. (5) Reactant: [C:1]([OH:6])(=[O:5])[CH:2]([CH3:4])[OH:3].[F:7][C:8]1[CH:9]=[C:10]2[C:15](=[CH:16][C:17]=1[N:18]1[CH2:23][CH2:22][NH:21][CH2:20][CH2:19]1)[N:14]1[C@@H:24]([CH3:26])[S:25][C:13]1=[C:12]([C:27]([OH:29])=[O:28])[C:11]2=[O:30]. Product: [C:1]([OH:6])(=[O:5])[CH:2]([CH3:4])[OH:3].[F:7][C:8]1[CH:9]=[C:10]2[C:15](=[CH:16][C:17]=1[N:18]1[CH2:23][CH2:22][NH:21][CH2:20][CH2:19]1)[N:14]1[C@@H:24]([CH3:26])[S:25][C:13]1=[C:12]([C:27]([OH:29])=[O:28])[C:11]2=[O:30]. The catalyst class is: 6. (6) Reactant: Cl.FC1C=C(C=CC=1)CN1C=C(C2C3C(=NC=C(C4C=CC(C5CCNCC5)=CC=4)C=3)N(S(C3C=CC(C)=CC=3)(=O)=O)C=2)C=N1.[F:46][C:47]1[CH:48]=[C:49]([CH:93]=[C:94]([F:96])[CH:95]=1)[CH2:50][N:51]1[C:55]([CH3:56])=[C:54]([C:57]2[C:65]3[C:60](=[N:61][CH:62]=[C:63]([C:66]4[CH:67]=[C:68]([O:80][CH3:81])[C:69]([NH:72][C:73](=[O:79])[O:74][C:75]([CH3:78])([CH3:77])[CH3:76])=[N:70][CH:71]=4)[CH:64]=3)[N:59](S(C3C=CC(C)=CC=3)(=O)=O)[CH:58]=2)[C:53]([CH3:92])=[N:52]1.[OH-].[Li+]. Product: [F:46][C:47]1[CH:48]=[C:49]([CH:93]=[C:94]([F:96])[CH:95]=1)[CH2:50][N:51]1[C:55]([CH3:56])=[C:54]([C:57]2[C:65]3[C:60](=[N:61][CH:62]=[C:63]([C:66]4[CH:67]=[C:68]([O:80][CH3:81])[C:69]([NH:72][C:73](=[O:79])[O:74][C:75]([CH3:78])([CH3:77])[CH3:76])=[N:70][CH:71]=4)[CH:64]=3)[NH:59][CH:58]=2)[C:53]([CH3:92])=[N:52]1. The catalyst class is: 87. (7) Product: [OH:8][C:9]1[C:14]2[N:15]([CH2:19][CH2:20][O:21][CH3:22])[C:16]([CH3:18])=[N:17][C:13]=2[CH:12]=[C:11]([C:23]([N:25]([CH3:27])[CH3:26])=[O:24])[CH:10]=1. Reactant: C([O:8][C:9]1[C:14]2[N:15]([CH2:19][CH2:20][O:21][CH3:22])[C:16]([CH3:18])=[N:17][C:13]=2[CH:12]=[C:11]([C:23]([N:25]([CH3:27])[CH3:26])=[O:24])[CH:10]=1)C1C=CC=CC=1. The catalyst class is: 178. (8) Reactant: [CH3:1][NH:2][C@H:3]1[CH2:8][CH2:7][C@H:6]([OH:9])[CH2:5][CH2:4]1.[CH:10]1[C:15]([O:16][C:17](Cl)=[O:18])=[CH:14][CH:13]=[C:12]([Cl:20])[CH:11]=1. Product: [Cl:20][C:12]1[CH:13]=[CH:14][C:15]([O:16][C:17](=[O:18])[N:2]([C@H:3]2[CH2:8][CH2:7][C@H:6]([OH:9])[CH2:5][CH2:4]2)[CH3:1])=[CH:10][CH:11]=1. The catalyst class is: 2. (9) Reactant: [N:1]1[CH:6]=[CH:5][CH:4]=[CH:3][C:2]=1[CH2:7][NH:8][C:9](=[O:15])[O:10][C:11]([CH3:14])([CH3:13])[CH3:12].[H-].[Na+].Br[CH2:19][C:20]1[CH:29]=[CH:28][C:23]([C:24]([O:26][CH3:27])=[O:25])=[CH:22][CH:21]=1. Product: [C:11]([O:10][C:9]([N:8]([CH2:19][C:20]1[CH:29]=[CH:28][C:23]([C:24]([O:26][CH3:27])=[O:25])=[CH:22][CH:21]=1)[CH2:7][C:2]1[CH:3]=[CH:4][CH:5]=[CH:6][N:1]=1)=[O:15])([CH3:12])([CH3:14])[CH3:13]. The catalyst class is: 3. (10) The catalyst class is: 2. Product: [I:12][C:13]1[CH:21]=[CH:20][C:16]([C:17]([NH:8][CH2:7][CH2:6][C:5]2[CH:9]=[CH:10][CH:11]=[C:3]([O:2][CH3:1])[CH:4]=2)=[O:18])=[CH:15][CH:14]=1. Reactant: [CH3:1][O:2][C:3]1[CH:4]=[C:5]([CH:9]=[CH:10][CH:11]=1)[CH2:6][CH2:7][NH2:8].[I:12][C:13]1[CH:21]=[CH:20][C:16]([C:17](Cl)=[O:18])=[CH:15][CH:14]=1.CCN(CC)CC.